Dataset: Full USPTO retrosynthesis dataset with 1.9M reactions from patents (1976-2016). Task: Predict the reactants needed to synthesize the given product. (1) Given the product [CH3:16][C:10]1[C:9]2[C:13](=[CH:14][CH:15]=[C:7]([CH:19]=[O:20])[CH:8]=2)[NH:12][N:11]=1, predict the reactants needed to synthesize it. The reactants are: C([Li])(C)(C)C.Br[C:7]1[CH:8]=[C:9]2[C:13](=[CH:14][CH:15]=1)[NH:12][N:11]=[C:10]2[CH3:16].CN(C)[CH:19]=[O:20]. (2) The reactants are: [C:12]([O:11][C:9](O[C:9]([O:11][C:12]([CH3:15])([CH3:14])[CH3:13])=[O:10])=[O:10])([CH3:15])([CH3:14])[CH3:13].[F:16][C:17]([F:35])([F:34])[C:18]1[CH:33]=[CH:32][C:21]([CH2:22][NH:23][C:24]2[N:29]=[CH:28][C:27]([CH:30]=[O:31])=[CH:26][CH:25]=2)=[CH:20][CH:19]=1.C(N(C(C)C)CC)(C)C. Given the product [C:12]([O:11][C:9](=[O:10])[N:23]([C:24]1[CH:25]=[CH:26][C:27]([CH:30]=[O:31])=[CH:28][N:29]=1)[CH2:22][C:21]1[CH:32]=[CH:33][C:18]([C:17]([F:16])([F:34])[F:35])=[CH:19][CH:20]=1)([CH3:13])([CH3:14])[CH3:15], predict the reactants needed to synthesize it. (3) Given the product [Br:16][C:17]1[CH:18]=[C:19]([O:13][C:10]2[CH:11]=[CH:12][C:7]([F:6])=[CH:8][CH:9]=2)[C:20]([C:23]#[N:24])=[N:21][CH:22]=1, predict the reactants needed to synthesize it. The reactants are: CN(C)C=O.[F:6][C:7]1[CH:12]=[CH:11][C:10]([OH:13])=[CH:9][CH:8]=1.[H-].[Na+].[Br:16][C:17]1[CH:18]=[C:19]([N+]([O-])=O)[C:20]([C:23]#[N:24])=[N:21][CH:22]=1.